This data is from Reaction yield outcomes from USPTO patents with 853,638 reactions. The task is: Predict the reaction yield, written as a fraction of the theoretical maximum amount of product (1.0 means a 100% yield; for example, 0.34 means a 34% yield). (1) The reactants are [Cl:1][C:2]1[CH:7]=[CH:6][C:5]([C:8](=[O:20])[CH2:9][N:10]2[CH:14]=[CH:13][CH:12]=[C:11]2[C:15]([O:17][CH2:18]C)=[O:16])=[CH:4][CH:3]=1.[Cl:21][C:22]([Cl:27])([Cl:26])[C:23](Cl)=[O:24].[Cl-].[Al+3].[Cl-].[Cl-]. The catalyst is C(Cl)Cl. The product is [Cl:1][C:2]1[CH:7]=[CH:6][C:5]([C:8](=[O:20])[CH2:9][N:10]2[CH:14]=[C:13]([C:23](=[O:24])[C:22]([Cl:27])([Cl:26])[Cl:21])[CH:12]=[C:11]2[C:15]([O:17][CH3:18])=[O:16])=[CH:4][CH:3]=1. The yield is 0.420. (2) The reactants are [C:1]([O:5][C:6](=[O:22])[NH:7][C@H:8]([C:19](=O)[NH2:20])[CH2:9][C:10]1[CH:15]=[CH:14][C:13]([N+:16]([O-:18])=[O:17])=[CH:12][CH:11]=1)([CH3:4])([CH3:3])[CH3:2].COC1C=CC(P2(SP(C3C=CC(OC)=CC=3)(=S)S2)=[S:32])=CC=1. The catalyst is C1COCC1. The product is [C:1]([O:5][C:6](=[O:22])[NH:7][C@H:8]([C:19](=[S:32])[NH2:20])[CH2:9][C:10]1[CH:15]=[CH:14][C:13]([N+:16]([O-:18])=[O:17])=[CH:12][CH:11]=1)([CH3:4])([CH3:3])[CH3:2]. The yield is 0.830. (3) The reactants are [C:1]([NH:4][C:5]1[C:14]([N+:15]([O-])=O)=[CH:13][C:8]([C:9]([O:11][CH3:12])=[O:10])=[C:7]([OH:18])[C:6]=1[Br:19])(=[O:3])[CH3:2].O.O.Cl[Sn]Cl. The catalyst is C(O)C.Cl. The product is [C:1]([NH:4][C:5]1[C:14]([NH2:15])=[CH:13][C:8]([C:9]([O:11][CH3:12])=[O:10])=[C:7]([OH:18])[C:6]=1[Br:19])(=[O:3])[CH3:2]. The yield is 0.170. (4) The reactants are [Si:1]([O:8][CH2:9][C@@H:10]1[CH2:14][CH2:13][C@H:12]([CH2:15][O:16][Si:17]([C:20]([CH3:23])([CH3:22])[CH3:21])([CH3:19])[CH3:18])[N:11]1[C:24]1[N:29]=[C:28]([C:30]2[CH:35]=[CH:34][C:33]([N+:36]([O-])=O)=[CH:32][CH:31]=2)[N:27]=[C:26]([N:39]2[CH:44]3[CH2:45][CH2:46][CH:40]2[CH2:41][O:42][CH2:43]3)[N:25]=1)([C:4]([CH3:7])([CH3:6])[CH3:5])([CH3:3])[CH3:2].[H][H]. The product is [CH:40]12[N:39]([C:26]3[N:25]=[C:24]([N:11]4[C@@H:12]([CH2:15][O:16][Si:17]([C:20]([CH3:22])([CH3:23])[CH3:21])([CH3:19])[CH3:18])[CH2:13][CH2:14][C@H:10]4[CH2:9][O:8][Si:1]([C:4]([CH3:5])([CH3:6])[CH3:7])([CH3:3])[CH3:2])[N:29]=[C:28]([C:30]4[CH:35]=[CH:34][C:33]([NH2:36])=[CH:32][CH:31]=4)[N:27]=3)[CH:44]([CH2:45][CH2:46]1)[CH2:43][O:42][CH2:41]2. The yield is 0.800. The catalyst is [Pd].O1CCCC1.